Dataset: NCI-60 drug combinations with 297,098 pairs across 59 cell lines. Task: Regression. Given two drug SMILES strings and cell line genomic features, predict the synergy score measuring deviation from expected non-interaction effect. Drug 1: C1=CC(=CC=C1CCC2=CNC3=C2C(=O)NC(=N3)N)C(=O)NC(CCC(=O)O)C(=O)O. Drug 2: CC1=C(C(=O)C2=C(C1=O)N3CC4C(C3(C2COC(=O)N)OC)N4)N. Cell line: SNB-19. Synergy scores: CSS=55.2, Synergy_ZIP=-2.90, Synergy_Bliss=-1.73, Synergy_Loewe=3.99, Synergy_HSA=4.45.